Dataset: Full USPTO retrosynthesis dataset with 1.9M reactions from patents (1976-2016). Task: Predict the reactants needed to synthesize the given product. (1) Given the product [NH2:1][CH2:4][CH:5]1[CH2:9][CH2:8][CH2:7][N:6]1[CH2:10][C:11]1[CH:16]=[CH:15][CH:14]=[CH:13][CH:12]=1, predict the reactants needed to synthesize it. The reactants are: [N:1]([CH2:4][CH:5]1[CH2:9][CH2:8][CH2:7][N:6]1[CH2:10][C:11]1[CH:16]=[CH:15][CH:14]=[CH:13][CH:12]=1)=[N+]=[N-]. (2) Given the product [C:4]1([C:3]2[C:14]([C:15](=[O:17])[CH3:16])=[CH:13][O:1][N:2]=2)[CH:9]=[CH:8][CH:7]=[CH:6][CH:5]=1, predict the reactants needed to synthesize it. The reactants are: [OH:1]/[N:2]=[C:3](\Cl)/[C:4]1[CH:9]=[CH:8][CH:7]=[CH:6][CH:5]=1.CO[CH:13]=[CH:14][C:15](=[O:17])[CH3:16].C(N(CC)CC)C.